From a dataset of Forward reaction prediction with 1.9M reactions from USPTO patents (1976-2016). Predict the product of the given reaction. Given the reactants [H-].[Na+].[C:3]1([SH:9])[CH:8]=[CH:7][CH:6]=[CH:5][CH:4]=1.Cl[C:11]1[C:20]2[C:15](=[CH:16][CH:17]=[CH:18][CH:19]=2)[CH:14]=[C:13]([NH:21][C:22]2[CH:26]=[C:25]([CH3:27])[NH:24][N:23]=2)[N:12]=1.C(O)(=O)C, predict the reaction product. The product is: [CH3:27][C:25]1[NH:24][N:23]=[C:22]([NH:21][C:13]2[N:12]=[C:11]([S:9][C:3]3[CH:8]=[CH:7][CH:6]=[CH:5][CH:4]=3)[C:20]3[C:15]([CH:14]=2)=[CH:16][CH:17]=[CH:18][CH:19]=3)[CH:26]=1.